This data is from Reaction yield outcomes from USPTO patents with 853,638 reactions. The task is: Predict the reaction yield, written as a fraction of the theoretical maximum amount of product (1.0 means a 100% yield; for example, 0.34 means a 34% yield). (1) The reactants are O[C:2]1([C:24]2[CH:29]=[CH:28][CH:27]=[C:26]([O:30][CH3:31])[CH:25]=2)[C:6]2[C:7]([CH3:21])=[C:8]([NH:13][C:14](=[O:20])[CH2:15][C:16]([CH3:19])([CH3:18])[CH3:17])[C:9]([CH3:12])=[C:10]([CH3:11])[C:5]=2[O:4][C:3]1([CH3:23])[CH3:22]. The catalyst is C(OCC)(=O)C.CCCCCC. The product is [CH3:31][O:30][C:26]1[CH:25]=[C:24]([CH:2]2[C:6]3[C:7]([CH3:21])=[C:8]([NH:13][C:14](=[O:20])[CH2:15][C:16]([CH3:17])([CH3:18])[CH3:19])[C:9]([CH3:12])=[C:10]([CH3:11])[C:5]=3[O:4][C:3]2([CH3:23])[CH3:22])[CH:29]=[CH:28][CH:27]=1. The yield is 0.770. (2) The reactants are Cl.[CH3:2][N:3]1[CH2:8][CH2:7][CH2:6][CH:5]([CH2:9][O:10][C:11]2[CH:16]=[CH:15][C:14]([NH2:17])=[CH:13][CH:12]=2)[CH2:4]1.[F:18][C:19]1[CH:20]=[C:21]2[C:25](=[CH:26][CH:27]=1)[NH:24][C:23](=[O:28])[C:22]2=[CH:29]O.CCN(CC)CC. No catalyst specified. The product is [F:18][C:19]1[CH:20]=[C:21]2[C:25](=[CH:26][CH:27]=1)[NH:24][C:23](=[O:28])[C:22]2=[CH:29][NH:17][C:14]1[CH:13]=[CH:12][C:11]([O:10][CH2:9][CH:5]2[CH2:6][CH2:7][CH2:8][N:3]([CH3:2])[CH2:4]2)=[CH:16][CH:15]=1. The yield is 0.770.